Dataset: Reaction yield outcomes from USPTO patents with 853,638 reactions. Task: Predict the reaction yield, written as a fraction of the theoretical maximum amount of product (1.0 means a 100% yield; for example, 0.34 means a 34% yield). (1) The reactants are [C:1]([O:5][C:6]([NH:8][C@@H:9]1[CH:15]=[CH:14][C@@H:13]([CH2:16][O:17][Si](C(C)(C)C)(C)C)[O:12][C@@H:10]1[CH3:11])=[O:7])([CH3:4])([CH3:3])[CH3:2]. The catalyst is C(OCC)(=O)C.C(O)C.[Pt](=O)=O. The product is [C:1]([O:5][C:6]([NH:8][C@@H:9]1[CH2:15][CH2:14][C@@H:13]([CH2:16][OH:17])[O:12][C@@H:10]1[CH3:11])=[O:7])([CH3:4])([CH3:2])[CH3:3]. The yield is 0.790. (2) The reactants are [Li]CCCC.[CH3:6][N:7]1[CH:11]=[CH:10][N:9]=[CH:8]1.[Sn:12](Cl)([CH2:21][CH2:22][CH2:23][CH3:24])([CH2:17][CH2:18][CH2:19][CH3:20])[CH2:13][CH2:14][CH2:15][CH3:16]. The catalyst is O1CCCC1. The product is [CH3:6][N:7]1[CH:11]=[CH:10][N:9]=[C:8]1[Sn:12]([CH2:17][CH2:18][CH2:19][CH3:20])([CH2:21][CH2:22][CH2:23][CH3:24])[CH2:13][CH2:14][CH2:15][CH3:16]. The yield is 0.790. (3) The reactants are [CH3:1][C:2]1[NH:3][C:4]2[C:9]([C:10](=O)[C:11]=1[C:12]([O:14][CH2:15][CH3:16])=[O:13])=[CH:8][CH:7]=[CH:6][N:5]=2.[OH-].[Na+].O=P(Cl)(Cl)[Cl:22]. No catalyst specified. The product is [Cl:22][C:10]1[C:9]2[C:4](=[N:5][CH:6]=[CH:7][CH:8]=2)[N:3]=[C:2]([CH3:1])[C:11]=1[C:12]([O:14][CH2:15][CH3:16])=[O:13]. The yield is 0.950.